The task is: Regression. Given two drug SMILES strings and cell line genomic features, predict the synergy score measuring deviation from expected non-interaction effect.. This data is from NCI-60 drug combinations with 297,098 pairs across 59 cell lines. (1) Drug 1: CCC(=C(C1=CC=CC=C1)C2=CC=C(C=C2)OCCN(C)C)C3=CC=CC=C3.C(C(=O)O)C(CC(=O)O)(C(=O)O)O. Drug 2: CC1=C(C(=O)C2=C(C1=O)N3CC4C(C3(C2COC(=O)N)OC)N4)N. Cell line: HOP-62. Synergy scores: CSS=40.7, Synergy_ZIP=-2.13, Synergy_Bliss=-4.63, Synergy_Loewe=-15.4, Synergy_HSA=-2.45. (2) Drug 1: C1CC(=O)NC(=O)C1N2CC3=C(C2=O)C=CC=C3N. Drug 2: C1=CN(C=N1)CC(O)(P(=O)(O)O)P(=O)(O)O. Cell line: T-47D. Synergy scores: CSS=5.11, Synergy_ZIP=-1.25, Synergy_Bliss=-1.21, Synergy_Loewe=-0.401, Synergy_HSA=-0.386. (3) Cell line: T-47D. Drug 1: CN(C)N=NC1=C(NC=N1)C(=O)N. Synergy scores: CSS=-0.754, Synergy_ZIP=-0.593, Synergy_Bliss=-1.36, Synergy_Loewe=-4.00, Synergy_HSA=-3.10. Drug 2: CCCS(=O)(=O)NC1=C(C(=C(C=C1)F)C(=O)C2=CNC3=C2C=C(C=N3)C4=CC=C(C=C4)Cl)F. (4) Drug 1: C1=CC(=CC=C1CC(C(=O)O)N)N(CCCl)CCCl.Cl. Drug 2: C1=NC2=C(N=C(N=C2N1C3C(C(C(O3)CO)O)F)Cl)N. Cell line: HL-60(TB). Synergy scores: CSS=89.6, Synergy_ZIP=5.81, Synergy_Bliss=6.68, Synergy_Loewe=-6.79, Synergy_HSA=6.55. (5) Drug 2: C1=CC=C(C(=C1)C(C2=CC=C(C=C2)Cl)C(Cl)Cl)Cl. Cell line: SN12C. Synergy scores: CSS=26.4, Synergy_ZIP=-7.02, Synergy_Bliss=-2.72, Synergy_Loewe=-11.5, Synergy_HSA=-1.98. Drug 1: C1=NC2=C(N1)C(=S)N=C(N2)N. (6) Drug 1: CNC(=O)C1=CC=CC=C1SC2=CC3=C(C=C2)C(=NN3)C=CC4=CC=CC=N4. Synergy scores: CSS=12.6, Synergy_ZIP=3.68, Synergy_Bliss=8.41, Synergy_Loewe=8.11, Synergy_HSA=8.04. Cell line: 786-0. Drug 2: C1=CC=C(C(=C1)C(C2=CC=C(C=C2)Cl)C(Cl)Cl)Cl. (7) Drug 1: CCC1(CC2CC(C3=C(CCN(C2)C1)C4=CC=CC=C4N3)(C5=C(C=C6C(=C5)C78CCN9C7C(C=CC9)(C(C(C8N6C)(C(=O)OC)O)OC(=O)C)CC)OC)C(=O)OC)O.OS(=O)(=O)O. Drug 2: COC1=C2C(=CC3=C1OC=C3)C=CC(=O)O2. Cell line: EKVX. Synergy scores: CSS=-1.40, Synergy_ZIP=1.73, Synergy_Bliss=2.23, Synergy_Loewe=-1.53, Synergy_HSA=-1.86. (8) Drug 1: CC12CCC3C(C1CCC2NC(=O)OCC(F)(F)F)CCC4C3(C=CC(=O)N4C)C. Drug 2: C1CNP(=O)(OC1)N(CCCl)CCCl. Cell line: SW-620. Synergy scores: CSS=2.43, Synergy_ZIP=4.21, Synergy_Bliss=7.63, Synergy_Loewe=1.76, Synergy_HSA=1.29. (9) Drug 2: N.N.Cl[Pt+2]Cl. Synergy scores: CSS=9.05, Synergy_ZIP=-2.63, Synergy_Bliss=0.528, Synergy_Loewe=-3.31, Synergy_HSA=-0.0635. Drug 1: CC(C1=C(C=CC(=C1Cl)F)Cl)OC2=C(N=CC(=C2)C3=CN(N=C3)C4CCNCC4)N. Cell line: ACHN.